From a dataset of Reaction yield outcomes from USPTO patents with 853,638 reactions. Predict the reaction yield, written as a fraction of the theoretical maximum amount of product (1.0 means a 100% yield; for example, 0.34 means a 34% yield). (1) The reactants are [OH-].[Na+].CC1(C)C(C)(C)OB([C:11]2[CH:19]=[CH:18][CH:17]=[C:16]3[C:12]=2[CH:13]=[CH:14][NH:15]3)O1.Cl.Br[C:23]1[CH:28]=[CH:27][N:26]=[CH:25][CH:24]=1. The catalyst is [Pd].C1COCC1. The product is [N:26]1[CH:27]=[CH:28][C:23]([C:11]2[CH:19]=[CH:18][CH:17]=[C:16]3[C:12]=2[CH:13]=[CH:14][NH:15]3)=[CH:24][CH:25]=1. The yield is 0.910. (2) The reactants are [H-].[Na+].[O:3]1[CH2:8][CH2:7][CH:6]([OH:9])[CH2:5][CH2:4]1.Cl[C:11]1[N:12]=[N:13][C:14]([Cl:23])=[CH:15][C:16]=1[N:17]1[CH2:22][CH2:21][O:20][CH2:19][CH2:18]1. The catalyst is C1COCC1. The product is [Cl:23][C:14]1[N:13]=[N:12][C:11]([O:9][CH:6]2[CH2:7][CH2:8][O:3][CH2:4][CH2:5]2)=[C:16]([N:17]2[CH2:22][CH2:21][O:20][CH2:19][CH2:18]2)[CH:15]=1. The yield is 0.750. (3) The yield is 0.582. The product is [CH3:22][C:17]1[C:16]([CH3:23])=[C:15]([O:11][CH2:10][CH2:9][C:4]2([CH2:1][CH2:2][CH3:3])[O:8][CH2:7][CH2:6][O:5]2)[CH:20]=[CH:19][N+:18]=1[O-:21]. The reactants are [CH2:1]([C:4]1([CH2:9][CH2:10][OH:11])[O:8][CH2:7][CH2:6][O:5]1)[CH2:2][CH3:3].[H-].[Na+].Cl[C:15]1[CH:20]=[CH:19][N+:18]([O-:21])=[C:17]([CH3:22])[C:16]=1[CH3:23]. The catalyst is CS(C)=O. (4) The reactants are [N+:1]([C:4]1[CH:9]=[C:8]([N+:10]([O-:12])=[O:11])[CH:7]=[CH:6][C:5]=1[CH2:13][C:14]([O:16][CH2:17][CH2:18][CH2:19][O:20][CH2:21][CH:22]([OH:48])[CH2:23][O:24][C:25]([C:40]1[CH:45]=[CH:44][C:43]([O:46][CH3:47])=[CH:42][CH:41]=1)([C:32]1[CH:37]=[CH:36][C:35]([O:38][CH3:39])=[CH:34][CH:33]=1)[C:26]1[CH:31]=[CH:30][CH:29]=[CH:28][CH:27]=1)=[O:15])([O-:3])=[O:2].Cl[C:50]1[C:55]([N+:56]([O-:58])=[O:57])=[CH:54][C:53]([N+:59]([O-:61])=[O:60])=[CH:52][N:51]=1.C(N(CC)CC)C.C(O)(=O)CC(CC(O)=O)(C(O)=O)O. The catalyst is CN(C=O)C. The product is [N+:1]([C:4]1[CH:9]=[C:8]([N+:10]([O-:12])=[O:11])[CH:7]=[CH:6][C:5]=1[CH:13]([C:50]1[C:55]([N+:56]([O-:58])=[O:57])=[CH:54][C:53]([N+:59]([O-:61])=[O:60])=[CH:52][N:51]=1)[C:14]([O:16][CH2:17][CH2:18][CH2:19][O:20][CH2:21][CH:22]([OH:48])[CH2:23][O:24][C:25]([C:40]1[CH:41]=[CH:42][C:43]([O:46][CH3:47])=[CH:44][CH:45]=1)([C:32]1[CH:33]=[CH:34][C:35]([O:38][CH3:39])=[CH:36][CH:37]=1)[C:26]1[CH:31]=[CH:30][CH:29]=[CH:28][CH:27]=1)=[O:15])([O-:3])=[O:2]. The yield is 0.550.